From a dataset of Catalyst prediction with 721,799 reactions and 888 catalyst types from USPTO. Predict which catalyst facilitates the given reaction. (1) Product: [CH2:1]([O:3][C:4]([C:6]1[S:10][C:9]([N:11]2[C:12]3[CH:17]=[C:16]([O:18][CH2:19][C:20]4[CH:25]=[CH:24][CH:23]=[CH:22][CH:21]=4)[CH:15]=[CH:14][C:13]=3[N:26]=[CH:34]2)=[N:8][C:7]=1[C:27]1[CH:32]=[CH:31][CH:30]=[C:29]([Cl:33])[CH:28]=1)=[O:5])[CH3:2]. Reactant: [CH2:1]([O:3][C:4]([C:6]1[S:10][C:9]([NH:11][C:12]2[CH:17]=[C:16]([O:18][CH2:19][C:20]3[CH:25]=[CH:24][CH:23]=[CH:22][CH:21]=3)[CH:15]=[CH:14][C:13]=2[NH2:26])=[N:8][C:7]=1[C:27]1[CH:32]=[CH:31][CH:30]=[C:29]([Cl:33])[CH:28]=1)=[O:5])[CH3:2].[CH:34](OCC)(OCC)OCC. The catalyst class is: 15. (2) Reactant: [Br:1][C:2]1[CH:3]=[N:4][CH:5]=[C:6]([OH:8])[CH:7]=1.[H-].[Na+].Cl[CH2:12][C:13]1[CH:18]=[CH:17][C:16]([C:19]2[CH:24]=[C:23]([O:25][CH3:26])[CH:22]=[CH:21][C:20]=2[F:27])=[C:15]([C:28]([CH3:31])([CH3:30])[CH3:29])[CH:14]=1. The catalyst class is: 18. Product: [Br:1][C:2]1[CH:3]=[N:4][CH:5]=[C:6]([O:8][CH2:12][C:13]2[CH:18]=[CH:17][C:16]([C:19]3[CH:24]=[C:23]([O:25][CH3:26])[CH:22]=[CH:21][C:20]=3[F:27])=[C:15]([C:28]([CH3:31])([CH3:30])[CH3:29])[CH:14]=2)[CH:7]=1.